From a dataset of Full USPTO retrosynthesis dataset with 1.9M reactions from patents (1976-2016). Predict the reactants needed to synthesize the given product. (1) Given the product [CH2:74]([N:73]([CH2:66][C:67]1[CH:72]=[CH:71][CH:70]=[CH:69][CH:68]=1)[C:20](=[O:22])[CH2:19][CH2:18][N:15]1[CH2:14][CH2:13][CH:12]([NH:11][CH2:10][C@H:9]([OH:8])[C:23]2[CH:32]=[CH:31][C:30]([OH:33])=[C:29]3[C:24]=2[CH:25]=[CH:26][C:27](=[O:34])[NH:28]3)[CH2:17][CH2:16]1)[C:75]1[CH:80]=[CH:79][CH:78]=[CH:77][CH:76]=1, predict the reactants needed to synthesize it. The reactants are: [Si]([O:8][C@H:9]([C:23]1[CH:32]=[CH:31][C:30]([OH:33])=[C:29]2[C:24]=1[CH:25]=[CH:26][C:27](=[O:34])[NH:28]2)[CH2:10][NH:11][CH:12]1[CH2:17][CH2:16][N:15]([CH2:18][CH2:19][C:20]([OH:22])=O)[CH2:14][CH2:13]1)(C(C)(C)C)(C)C.CN(C(ON1N=NC2C=CC=NC1=2)=[N+](C)C)C.F[P-](F)(F)(F)(F)F.C(N(CC)CC)C.[CH2:66]([NH:73][CH2:74][C:75]1[CH:80]=[CH:79][CH:78]=[CH:77][CH:76]=1)[C:67]1[CH:72]=[CH:71][CH:70]=[CH:69][CH:68]=1. (2) The reactants are: Cl[C:2]([O:4][CH3:5])=[O:3].[I:6][C:7]1[C:15]2[C:10](=[N:11][CH:12]=[C:13]([NH2:16])[CH:14]=2)[N:9]([CH3:17])[N:8]=1.N1C=CC=CC=1. Given the product [CH3:5][O:4][C:2](=[O:3])[NH:16][C:13]1[CH:14]=[C:15]2[C:7]([I:6])=[N:8][N:9]([CH3:17])[C:10]2=[N:11][CH:12]=1, predict the reactants needed to synthesize it. (3) Given the product [F:20][C:18]1[CH:19]=[C:8]([F:7])[CH:9]=[C:10]2[C:17]=1[C:14](=[O:16])[CH2:13][CH2:12][O:11]2, predict the reactants needed to synthesize it. The reactants are: C(Cl)(=O)C(Cl)=O.[F:7][C:8]1[CH:9]=[C:10]([CH:17]=[C:18]([F:20])[CH:19]=1)[O:11][CH2:12][CH2:13][C:14]([OH:16])=O.[Cl-].[Cl-].[Cl-].[Al+3].Cl. (4) Given the product [Cl:6][CH2:7][CH2:8][S:9]([C:12]1[CH:17]=[CH:16][C:20]([C:19]([OH:22])=[O:21])=[CH:14][CH:13]=1)(=[O:11])=[O:10], predict the reactants needed to synthesize it. The reactants are: S(=O)(=O)(O)O.[Cl:6][CH2:7][CH2:8][S:9]([C:12]1[CH:17]=[CH:16]C(C)=[CH:14][CH:13]=1)(=[O:11])=[O:10].[C:19]([OH:22])(=[O:21])[CH3:20]. (5) The reactants are: [CH2:1]([O:3][C:4]([C:6]1[C:10]([NH2:11])=[C:9]([C:12]2[CH:17]=[CH:16][C:15]([Cl:18])=[CH:14][CH:13]=2)[N:8]([C:19]2[CH:24]=[CH:23][CH:22]=[CH:21][C:20]=2[Cl:25])[N:7]=1)=[O:5])[CH3:2].[C:26]([O:30][C:31](=[O:36])[NH:32][CH2:33][CH:34]=O)([CH3:29])([CH3:28])[CH3:27].C(O)(=O)C.[BH-](OC(C)=O)(OC(C)=O)OC(C)=O.[Na+]. Given the product [CH2:1]([O:3][C:4]([C:6]1[C:10]([NH:11][CH2:34][CH2:33][NH:32][C:31]([O:30][C:26]([CH3:29])([CH3:28])[CH3:27])=[O:36])=[C:9]([C:12]2[CH:13]=[CH:14][C:15]([Cl:18])=[CH:16][CH:17]=2)[N:8]([C:19]2[CH:24]=[CH:23][CH:22]=[CH:21][C:20]=2[Cl:25])[N:7]=1)=[O:5])[CH3:2], predict the reactants needed to synthesize it.